From a dataset of Forward reaction prediction with 1.9M reactions from USPTO patents (1976-2016). Predict the product of the given reaction. (1) Given the reactants [C:1]([C:9]1[CH:14]=[CH:13][CH:12]=[CH:11][CH:10]=1)(=O)[C:2]1[CH:7]=[CH:6][CH:5]=[CH:4][CH:3]=1.[Br:15][C:16]1[CH:22]=[CH:21][C:19]([NH2:20])=[CH:18][CH:17]=1, predict the reaction product. The product is: [C:2]1([C:1]([C:9]2[CH:14]=[CH:13][CH:12]=[CH:11][CH:10]=2)=[N:20][C:19]2[CH:21]=[CH:22][C:16]([Br:15])=[CH:17][CH:18]=2)[CH:7]=[CH:6][CH:5]=[CH:4][CH:3]=1. (2) Given the reactants [F:1][C:2]1[CH:8]=[C:7]([I:9])[CH:6]=[CH:5][C:3]=1[NH2:4].CCO[CH:13]=[C:14]([C:20]([O:22][CH2:23][CH3:24])=[O:21])[C:15]([O:17][CH2:18][CH3:19])=[O:16], predict the reaction product. The product is: [F:1][C:2]1[CH:8]=[C:7]([I:9])[CH:6]=[CH:5][C:3]=1[NH:4][CH:13]=[C:14]([C:15]([O:17][CH2:18][CH3:19])=[O:16])[C:20]([O:22][CH2:23][CH3:24])=[O:21]. (3) Given the reactants [CH:1]1([N:4]2[CH2:9][CH2:8][NH:7][CH2:6][CH2:5]2)[CH2:3][CH2:2]1.[Cl:10][C:11]1[CH:20]=[CH:19][C:18]2[C:13](=[CH:14][CH:15]=[C:16]([CH:21]([CH3:23])[CH3:22])[CH:17]=2)[N:12]=1, predict the reaction product. The product is: [ClH:10].[CH:1]1([N:4]2[CH2:9][CH2:8][N:7]([C:11]3[CH:20]=[CH:19][C:18]4[C:13](=[CH:14][CH:15]=[C:16]([CH:21]([CH3:23])[CH3:22])[CH:17]=4)[N:12]=3)[CH2:6][CH2:5]2)[CH2:3][CH2:2]1. (4) Given the reactants OO.[NH2:3][C:4](N)=[O:5].[OH-].[Na+].[F:9][C:10]1[CH:11]=[C:12]([CH:15]=[CH:16][C:17]=1[OH:18])C#N.Cl, predict the reaction product. The product is: [F:9][C:10]1[CH:11]=[C:12]([CH:15]=[CH:16][C:17]=1[OH:18])[C:4]([NH2:3])=[O:5]. (5) Given the reactants Cl[C:2]1[C:11]2=[N:12][N:13](CC3C=CC(OC)=CC=3)[CH:14]=[C:10]2[C:9]2[CH:8]=[CH:7][CH:6]=[C:5]([O:24][CH3:25])[C:4]=2[N:3]=1.[O:26]1[C:30]2[CH:31]=[CH:32][C:33]([NH2:35])=[CH:34][C:29]=2[O:28][CH2:27]1.Cl, predict the reaction product. The product is: [O:26]1[C:30]2[CH:31]=[CH:32][C:33]([NH:35][C:2]3[C:11]4=[N:12][NH:13][CH:14]=[C:10]4[C:9]4[CH:8]=[CH:7][CH:6]=[C:5]([O:24][CH3:25])[C:4]=4[N:3]=3)=[CH:34][C:29]=2[O:28][CH2:27]1. (6) Given the reactants [CH2:1]([C:5]1[NH:14][C:13](=[O:15])[C:12]2[C:7](=[CH:8][C:9]([C:16]([O:18]C)=[O:17])=[CH:10][CH:11]=2)[N:6]=1)[CH:2]([CH3:4])[CH3:3].[OH-].[K+].O, predict the reaction product. The product is: [CH2:1]([C:5]1[NH:14][C:13](=[O:15])[C:12]2[C:7](=[CH:8][C:9]([C:16]([OH:18])=[O:17])=[CH:10][CH:11]=2)[N:6]=1)[CH:2]([CH3:4])[CH3:3]. (7) Given the reactants [Cl:1][C:2]1[CH:7]=[CH:6][C:5]([S:8][CH2:9][CH2:10][CH2:11][NH:12][C:13](=[O:19])[O:14][C:15]([CH3:18])([CH3:17])[CH3:16])=[CH:4][CH:3]=1.ClC1C=C(C=CC=1)C(OO)=[O:25], predict the reaction product. The product is: [Cl:1][C:2]1[CH:3]=[CH:4][C:5]([S:8]([CH2:9][CH2:10][CH2:11][NH:12][C:13](=[O:19])[O:14][C:15]([CH3:16])([CH3:18])[CH3:17])=[O:25])=[CH:6][CH:7]=1. (8) Given the reactants [Br:1][C:2]1[CH:8]=[C:7]([F:9])[CH:6]=[CH:5][C:3]=1[NH2:4].[Na+].[N+]([C:14]1[CH:15]=C(S([O-])(=O)=O)C=C[CH:19]=1)([O-])=O.S(=O)(=O)(O)O.[OH-].[Na+], predict the reaction product. The product is: [F:9][C:7]1[CH:6]=[C:5]2[C:3](=[C:2]([Br:1])[CH:8]=1)[N:4]=[CH:15][CH:14]=[CH:19]2. (9) Given the reactants Cl.CC1(C)O[C@@H]([O:9][C:10]2[CH:33]=[CH:32][C:13]3[C:14]([O:24][CH2:25][C:26]4[CH:31]=[CH:30][CH:29]=[CH:28][CH:27]=4)=[C:15](C(OCC)=O)[C:16](=[O:18])[O:17][C:12]=3[C:11]=2[CH3:34])[C@H](O)[C@H](O)[C@H]1OC.ClCCl, predict the reaction product. The product is: [C:26]1([CH:25]([C:10]2[CH:33]=[CH:32][CH:13]=[CH:12][CH:11]=2)[O:24][C:14]2[C:13]3[CH:32]=[CH:33][C:10]([OH:9])=[C:11]([CH3:34])[C:12]=3[O:17][C:16](=[O:18])[CH:15]=2)[CH:31]=[CH:30][CH:29]=[CH:28][CH:27]=1.